Dataset: Full USPTO retrosynthesis dataset with 1.9M reactions from patents (1976-2016). Task: Predict the reactants needed to synthesize the given product. (1) The reactants are: [CH:1]1([C:6]2[CH:7]=[C:8]([CH:12]=[CH:13][C:14]=2[O:15][CH3:16])[C:9]([OH:11])=O)[CH2:5][CH2:4][CH2:3][CH2:2]1.C(Cl)(=O)C(Cl)=O.[Br:23][C:24]1[CH:37]=[CH:36][C:27]([CH2:28][C:29]2[S:30][C:31]([CH3:35])=[C:32]([CH3:34])[CH:33]=2)=[CH:26][CH:25]=1. Given the product [Br:23][C:24]1[CH:37]=[CH:36][C:27]([CH2:28][C:29]2[S:30][C:31]([CH3:35])=[C:32]([CH3:34])[C:33]=2[C:9]([C:8]2[CH:12]=[CH:13][C:14]([O:15][CH3:16])=[C:6]([CH:1]3[CH2:2][CH2:3][CH2:4][CH2:5]3)[CH:7]=2)=[O:11])=[CH:26][CH:25]=1, predict the reactants needed to synthesize it. (2) Given the product [Cl:30][C:26]1[CH:27]=[C:28]2[C:23](=[CH:24][CH:25]=1)[NH:22][C:21]([C:19]([NH:18][C@@H:10]1[CH2:11][C:12]3[C:17](=[CH:16][CH:15]=[CH:14][CH:13]=3)[C@H:9]1[NH:8][S:40]([CH2:39][Cl:38])(=[O:42])=[O:41])=[O:20])=[CH:29]2, predict the reactants needed to synthesize it. The reactants are: FC(F)(F)C(O)=O.[NH2:8][C@@H:9]1[C:17]2[C:12](=[CH:13][CH:14]=[CH:15][CH:16]=2)[CH2:11][C@H:10]1[NH:18][C:19]([C:21]1[NH:22][C:23]2[C:28]([CH:29]=1)=[CH:27][C:26]([Cl:30])=[CH:25][CH:24]=2)=[O:20].CCN(CC)CC.[Cl:38][CH2:39][S:40](Cl)(=[O:42])=[O:41]. (3) Given the product [CH3:1][O:2][C:3](=[O:19])[CH:4]=[CH:5][C:6]1[CH:11]=[CH:10][C:9]([O:12][CH2:13][C:14](=[O:16])[NH:55][CH2:54][CH2:53][O:52][CH2:51][CH2:50][O:49][CH2:48][CH2:47][NH:46][C:44]([O:43][C:40]([CH3:42])([CH3:41])[CH3:39])=[O:45])=[C:8]([O:17][CH3:18])[CH:7]=1, predict the reactants needed to synthesize it. The reactants are: [CH3:1][O:2][C:3](=[O:19])[CH:4]=[CH:5][C:6]1[CH:11]=[CH:10][C:9]([O:12][CH2:13][C:14]([OH:16])=O)=[C:8]([O:17][CH3:18])[CH:7]=1.ON1C(=O)CCC1=O.C(N=C=NCCCN(C)C)C.[CH3:39][C:40]([O:43][C:44]([NH:46][CH2:47][CH2:48][O:49][CH2:50][CH2:51][O:52][CH2:53][CH2:54][NH2:55])=[O:45])([CH3:42])[CH3:41]. (4) The reactants are: [Cl:1][C:2]1[C:3]([NH:15][C:16]([C:18]2[N:19]([CH3:27])[N:20]=[C:21]3[C:26]=2[CH:25]=[CH:24][CH:23]=[CH:22]3)=[O:17])=[CH:4][C:5]([F:14])=[C:6]([CH2:8][C:9]([O:11]CC)=[O:10])[CH:7]=1.C1COCC1.[OH-].[Na+]. Given the product [Cl:1][C:2]1[C:3]([NH:15][C:16]([C:18]2[N:19]([CH3:27])[N:20]=[C:21]3[C:26]=2[CH:25]=[CH:24][CH:23]=[CH:22]3)=[O:17])=[CH:4][C:5]([F:14])=[C:6]([CH2:8][C:9]([OH:11])=[O:10])[CH:7]=1, predict the reactants needed to synthesize it. (5) The reactants are: Cl[C:2]1[C:3]2[N:4]([N:13]=[N:14][N:15]=2)[C:5]2[C:10]([N:11]=1)=[CH:9][C:8]([Cl:12])=[CH:7][CH:6]=2.[NH:16]1[CH2:21][CH2:20][NH:19][CH2:18][CH2:17]1.C([O-])([O-])=O.[Cs+].[Cs+].CN(C=O)C. Given the product [Cl:12][C:8]1[CH:9]=[C:10]2[C:5](=[CH:6][CH:7]=1)[N:4]1[N:13]=[N:14][N:15]=[C:3]1[C:2]([N:16]1[CH2:21][CH2:20][NH:19][CH2:18][CH2:17]1)=[N:11]2, predict the reactants needed to synthesize it. (6) Given the product [Cl:26][C:16]1[C:15]2[C:20](=[CH:21][C:12]([S:9]([NH:8][C@H:7]([C:6]([OH:39])=[O:5])[CH2:27][CH2:28][CH2:29][CH2:30][NH2:31])(=[O:10])=[O:11])=[CH:13][CH:14]=2)[C:19]([NH:22][C:23]([NH2:25])=[NH:24])=[N:18][CH:17]=1, predict the reactants needed to synthesize it. The reactants are: C([O:5][C:6](=[O:39])[C@H:7]([CH2:27][CH2:28][CH2:29][CH2:30][NH:31]C(OC(C)(C)C)=O)[NH:8][S:9]([C:12]1[CH:21]=[C:20]2[C:15]([C:16]([Cl:26])=[CH:17][N:18]=[C:19]2[NH:22][C:23]([NH2:25])=[NH:24])=[CH:14][CH:13]=1)(=[O:11])=[O:10])(C)(C)C. (7) Given the product [Br:1][C:2]1[CH:3]=[CH:4][C:5]([C:8]2[CH:13]=[CH:12][C:11]([C:14]([CH3:21])([CH3:20])[CH2:15][OH:16])=[CH:10][CH:9]=2)=[CH:6][CH:7]=1, predict the reactants needed to synthesize it. The reactants are: [Br:1][C:2]1[CH:7]=[CH:6][C:5]([C:8]2[CH:13]=[CH:12][C:11]([C:14]([CH3:21])([CH3:20])[C:15](OCC)=[O:16])=[CH:10][CH:9]=2)=[CH:4][CH:3]=1.[H-].[Al+3].[Li+].[H-].[H-].[H-].O. (8) Given the product [Cl:16][C:8]1[CH:7]=[CH:6][C:5]2[C:10](=[CH:11][CH:12]=[C:3]([O:2][CH3:1])[CH:4]=2)[N:9]=1, predict the reactants needed to synthesize it. The reactants are: [CH3:1][O:2][C:3]1[CH:4]=[C:5]2[C:10](=[CH:11][CH:12]=1)[N+:9]([O-])=[CH:8][CH:7]=[CH:6]2.O=P(Cl)(Cl)[Cl:16].C([O-])([O-])=O.[Na+].[Na+].